The task is: Predict the reaction yield, written as a fraction of the theoretical maximum amount of product (1.0 means a 100% yield; for example, 0.34 means a 34% yield).. This data is from Reaction yield outcomes from USPTO patents with 853,638 reactions. (1) The reactants are [NH2:1][C@@:2]([CH3:8])([CH2:6][OH:7])[C:3]([OH:5])=[O:4].[CH:9](=O)[C:10]1[CH:15]=[CH:14][CH:13]=[CH:12][CH:11]=1. No catalyst specified. The product is [CH2:9]([NH:1][C@@:2]([CH3:8])([CH2:6][OH:7])[C:3]([OH:5])=[O:4])[C:10]1[CH:15]=[CH:14][CH:13]=[CH:12][CH:11]=1. The yield is 0.500. (2) The reactants are [CH:1]1([O:6][C:7](=[O:33])[C@@H:8]([NH:25][C:26]([O:28][C:29]([CH3:32])([CH3:31])[CH3:30])=[O:27])[CH2:9][CH2:10][O:11][C:12]2[CH:21]=[C:20]3[C:15]([C:16](Cl)=[CH:17][CH:18]=[N:19]3)=[CH:14][C:13]=2[O:23][CH3:24])[CH2:5][CH2:4][CH2:3][CH2:2]1.[SH:34][C:35]1[CH:40]=[CH:39][C:38]([NH:41][C:42](=[O:49])[C:43]2[CH:48]=[CH:47][CH:46]=[CH:45][CH:44]=2)=[CH:37][CH:36]=1.C(N(C(C)C)CC)(C)C. The catalyst is CN(C=O)C.C(OCC)(=O)C. The product is [CH:1]1([O:6][C:7](=[O:33])[C@@H:8]([NH:25][C:26]([O:28][C:29]([CH3:32])([CH3:31])[CH3:30])=[O:27])[CH2:9][CH2:10][O:11][C:12]2[CH:21]=[C:20]3[C:15]([C:16]([S:34][C:35]4[CH:36]=[CH:37][C:38]([NH:41][C:42](=[O:49])[C:43]5[CH:48]=[CH:47][CH:46]=[CH:45][CH:44]=5)=[CH:39][CH:40]=4)=[CH:17][CH:18]=[N:19]3)=[CH:14][C:13]=2[O:23][CH3:24])[CH2:5][CH2:4][CH2:3][CH2:2]1. The yield is 0.780. (3) The reactants are F[B-](F)(F)F.N1(OC(N(C)C)=[N+](C)C)C2C=CC=CC=2N=N1.[Cl:23][C:24]1[CH:25]=[C:26]([N:32]2[CH:40]([C:41]3[CH:46]=[CH:45][C:44]([F:47])=[CH:43][CH:42]=3)[CH:39]3[C:34]([C:35]4[CH:51]=[CH:50][C:49]([C:52]([OH:54])=O)=[CH:48][C:36]=4[CH2:37][CH2:38]3)=[N:33]2)[CH:27]=[CH:28][C:29]=1[C:30]#[N:31].C(O)C.C(N(CC)CC)C.[N:65]1([CH2:70][CH2:71][NH2:72])[CH2:69][CH2:68][CH2:67][CH2:66]1. The catalyst is CN(C)C=O. The product is [Cl:23][C:24]1[CH:25]=[C:26]([N:32]2[CH:40]([C:41]3[CH:42]=[CH:43][C:44]([F:47])=[CH:45][CH:46]=3)[CH:39]3[C:34]([C:35]4[CH:51]=[CH:50][C:49]([C:52]([NH:72][CH2:71][CH2:70][N:65]5[CH2:69][CH2:68][CH2:67][CH2:66]5)=[O:54])=[CH:48][C:36]=4[CH2:37][CH2:38]3)=[N:33]2)[CH:27]=[CH:28][C:29]=1[C:30]#[N:31]. The yield is 0.420.